From a dataset of Catalyst prediction with 721,799 reactions and 888 catalyst types from USPTO. Predict which catalyst facilitates the given reaction. (1) Reactant: [Br:1][C:2]1[CH:7]=[C:6]([CH3:8])[CH:5]=[CH:4][N:3]=1.[Li+].CC([N-]C(C)C)C.[CH2:17]([O:19][C:20](Cl)=[O:21])[CH3:18].[NH4+].[Cl-].[C:25]([O:28][CH2:29][CH3:30])(=[O:27])C. Product: [CH2:17]([O:19][C:20](=[O:21])[CH:8]([C:6]1[CH:5]=[CH:4][N:3]=[C:2]([Br:1])[CH:7]=1)[C:25]([O:28][CH2:29][CH3:30])=[O:27])[CH3:18]. The catalyst class is: 1. (2) Product: [CH3:39][S:40]([O:37][CH2:36][C@H:8]([NH2:7])[CH2:9][O:10][C:11]1[CH:12]=[N:13][CH:14]=[C:15]([C:17]2[CH:18]=[C:19]3[C:24](=[C:25]([NH2:27])[N:26]=2)[CH:23]=[N:22][C:21]2[CH:28]=[C:29]([O:34][CH3:35])[C:30]([O:32][CH3:33])=[CH:31][C:20]3=2)[CH:16]=1)(=[O:42])=[O:41]. Reactant: C(OC(=O)[NH:7][C@@H:8]([CH2:36][OH:37])[CH2:9][O:10][C:11]1[CH:12]=[N:13][CH:14]=[C:15]([C:17]2[CH:18]=[C:19]3[C:24](=[C:25]([NH2:27])[N:26]=2)[CH:23]=[N:22][C:21]2[CH:28]=[C:29]([O:34][CH3:35])[C:30]([O:32][CH3:33])=[CH:31][C:20]3=2)[CH:16]=1)(C)(C)C.[CH3:39][S:40](Cl)(=[O:42])=[O:41].O. The catalyst class is: 17. (3) Reactant: N(OC(C)(C)C)=O.N[C:9]1[C:10]([O:35][C:36]2[CH:41]=[CH:40][CH:39]=[CH:38][CH:37]=2)=[CH:11][C:12]([C:25]2[CH:26]=[CH:27][C:28]3[O:33][CH2:32][CH2:31][CH2:30][C:29]=3[CH:34]=2)=[C:13]([CH:15]([O:20][C:21]([CH3:24])([CH3:23])[CH3:22])[C:16]([O:18][CH3:19])=[O:17])[CH:14]=1. Product: [C:21]([O:20][CH:15]([C:13]1[CH:14]=[CH:9][C:10]([O:35][C:36]2[CH:41]=[CH:40][CH:39]=[CH:38][CH:37]=2)=[CH:11][C:12]=1[C:25]1[CH:26]=[CH:27][C:28]2[O:33][CH2:32][CH2:31][CH2:30][C:29]=2[CH:34]=1)[C:16]([O:18][CH3:19])=[O:17])([CH3:24])([CH3:22])[CH3:23]. The catalyst class is: 35.